This data is from Forward reaction prediction with 1.9M reactions from USPTO patents (1976-2016). The task is: Predict the product of the given reaction. (1) Given the reactants CSC.B.[Br:5][C:6]1[CH:11]=[CH:10][C:9]([C:12]2[O:16][N:15]=[C:14]([CH3:17])[C:13]=2[C:18](=[O:29])[CH2:19][O:20][C@@H:21]([C:23]2[CH:28]=[CH:27][CH:26]=[CH:25][CH:24]=2)[CH3:22])=[CH:8][CH:7]=1, predict the reaction product. The product is: [Br:5][C:6]1[CH:11]=[CH:10][C:9]([C:12]2[O:16][N:15]=[C:14]([CH3:17])[C:13]=2[C@H:18]([OH:29])[CH2:19][O:20][C@@H:21]([C:23]2[CH:28]=[CH:27][CH:26]=[CH:25][CH:24]=2)[CH3:22])=[CH:8][CH:7]=1. (2) Given the reactants [N:1]1[CH:6]=[CH:5][CH:4]=[C:3]([CH:7]=[O:8])[CH:2]=1.[C:9]([Li])([CH3:12])([CH3:11])[CH3:10].[Cl-].[NH4+].C(OCC)(=O)C, predict the reaction product. The product is: [CH3:10][C:9]([CH3:12])([CH3:11])[CH:7]([C:3]1[CH:2]=[N:1][CH:6]=[CH:5][CH:4]=1)[OH:8]. (3) Given the reactants Cl.[NH2:2][OH:3].[CH3:4][C:5]1[CH:10]=[C:9]([CH3:11])[CH:8]=[CH:7][C:6]=1[C:12]1[CH:17]=[CH:16][N:15]=[C:14]2[NH:18][CH:19]=[C:20]([CH:21]=O)[C:13]=12.C([O-])(=O)C.[Na+], predict the reaction product. The product is: [CH3:4][C:5]1[CH:10]=[C:9]([CH3:11])[CH:8]=[CH:7][C:6]=1[C:12]1[CH:17]=[CH:16][N:15]=[C:14]2[NH:18][CH:19]=[C:20]([CH:21]=[N:2][OH:3])[C:13]=12. (4) Given the reactants [F:1][CH2:2][C:3]1[N:8]=[C:7]([C:9]#[C:10][CH2:11][CH2:12][NH:13][CH3:14])[CH:6]=[CH:5][CH:4]=1.[Cl:15][C:16]1[CH:24]=[CH:23][CH:22]=[C:21]([Cl:25])[C:17]=1[C:18](Cl)=[O:19], predict the reaction product. The product is: [Cl:15][C:16]1[CH:24]=[CH:23][CH:22]=[C:21]([Cl:25])[C:17]=1[C:18]([N:13]([CH2:12][CH2:11][C:10]#[C:9][C:7]1[CH:6]=[CH:5][CH:4]=[C:3]([CH2:2][F:1])[N:8]=1)[CH3:14])=[O:19]. (5) Given the reactants COC1C=C(C)C(S(N2CCCCC2COCC(O)=O)(=O)=O)=C(C)C=1.N1(CCC2CCNCC2)CCCC1.C(=O)([O-])O.[Na+].[CH3:44][O:45][C:46]1[CH:51]=[C:50]([CH3:52])[C:49]([S:53]([N:56]2[CH2:61][CH2:60][CH2:59][CH2:58][CH:57]2[CH2:62][O:63][CH2:64][C:65]([N:67]2[CH2:72][CH2:71][CH:70]([CH2:73][CH2:74][N:75]3[CH2:79][CH2:78][CH2:77][CH2:76]3)[CH2:69][CH2:68]2)=[O:66])(=[O:55])=[O:54])=[C:48]([CH3:80])[CH:47]=1.C[Si](C)(C)[Cl:83], predict the reaction product. The product is: [ClH:83].[CH3:44][O:45][C:46]1[CH:51]=[C:50]([CH3:52])[C:49]([S:53]([N:56]2[CH2:61][CH2:60][CH2:59][CH2:58][CH:57]2[CH2:62][O:63][CH2:64][C:65]([N:67]2[CH2:72][CH2:71][CH:70]([CH2:73][CH2:74][N:75]3[CH2:79][CH2:78][CH2:77][CH2:76]3)[CH2:69][CH2:68]2)=[O:66])(=[O:54])=[O:55])=[C:48]([CH3:80])[CH:47]=1. (6) Given the reactants F[C:2]1[C:7]([I:8])=[CH:6][CH:5]=[CH:4][N:3]=1.[CH3:9][N:10]([CH3:14])[CH2:11][CH2:12][OH:13], predict the reaction product. The product is: [I:8][C:7]1[C:2]([O:13][CH2:12][CH2:11][N:10]([CH3:14])[CH3:9])=[N:3][CH:4]=[CH:5][CH:6]=1.